This data is from Forward reaction prediction with 1.9M reactions from USPTO patents (1976-2016). The task is: Predict the product of the given reaction. (1) Given the reactants [Cl:1][C:2]1[CH:7]=[CH:6][C:5]([CH:8]2[CH2:12][N:11]([C:13]([CH:15]3[CH2:20][CH2:19][NH:18][CH2:17][CH2:16]3)=[O:14])[CH2:10][CH:9]2[N:21]([CH3:36])[C:22](=[O:35])[C:23]2[CH:28]=[CH:27][C:26]([O:29][CH3:30])=[C:25]([C:31]([F:34])([F:33])[F:32])[CH:24]=2)=[CH:4][CH:3]=1.[F:37][C:38]([F:43])([F:42])[CH2:39][CH:40]=O, predict the reaction product. The product is: [Cl:1][C:2]1[CH:3]=[CH:4][C:5]([CH:8]2[CH2:12][N:11]([C:13]([CH:15]3[CH2:20][CH2:19][N:18]([CH2:40][CH2:39][C:38]([F:43])([F:42])[F:37])[CH2:17][CH2:16]3)=[O:14])[CH2:10][CH:9]2[N:21]([CH3:36])[C:22](=[O:35])[C:23]2[CH:28]=[CH:27][C:26]([O:29][CH3:30])=[C:25]([C:31]([F:33])([F:32])[F:34])[CH:24]=2)=[CH:6][CH:7]=1. (2) Given the reactants [CH2:1]([O:3][C:4]([C:6]1[C:7](=[O:22])[C:8]2[C:13]([C:14]=1[C:15]1[CH:20]=[CH:19][CH:18]=[CH:17][CH:16]=1)=[CH:12][CH:11]=[C:10]([CH3:21])[CH:9]=2)=[O:5])[CH3:2].[Br:23]N1C(=O)CCC1=O.N(C(C)(C)C#N)=NC(C)(C)C#N, predict the reaction product. The product is: [CH2:1]([O:3][C:4]([C:6]1[C:7](=[O:22])[C:8]2[C:13]([C:14]=1[C:15]1[CH:20]=[CH:19][CH:18]=[CH:17][CH:16]=1)=[CH:12][CH:11]=[C:10]([CH2:21][Br:23])[CH:9]=2)=[O:5])[CH3:2].